This data is from Forward reaction prediction with 1.9M reactions from USPTO patents (1976-2016). The task is: Predict the product of the given reaction. (1) Given the reactants [Br:1][C:2]1[CH:10]=[CH:9][C:5]([C:6](O)=[O:7])=[C:4]([CH3:11])[CH:3]=1.C(Cl)(=O)C(Cl)=O.[CH3:18][NH:19][CH3:20], predict the reaction product. The product is: [Br:1][C:2]1[CH:10]=[CH:9][C:5]([C:6]([N:19]([CH3:20])[CH3:18])=[O:7])=[C:4]([CH3:11])[CH:3]=1. (2) Given the reactants Cl.C(OC1C=CC(S(Cl)(=O)=O)=CC=1[C:15]1[NH:20][C:19](=[O:21])[C:18]2=[C:22]([CH3:28])[N:23]=[C:24]([CH2:25][CH2:26][CH3:27])[N:17]2[N:16]=1)C, predict the reaction product. The product is: [CH3:28][C:22]1[N:23]=[C:24]([CH2:25][CH2:26][CH3:27])[N:17]2[C:18]=1[C:19](=[O:21])[NH:20][CH:15]=[N:16]2.